From a dataset of Full USPTO retrosynthesis dataset with 1.9M reactions from patents (1976-2016). Predict the reactants needed to synthesize the given product. (1) The reactants are: Br[C:2]1[C:10]2[O:9][C:8]([N:11]3[CH2:16][CH2:15][S:14][CH2:13][CH2:12]3)=[N:7][C:6](=[O:17])[C:5]=2[S:4][CH:3]=1.[C:18]1(B(O)O)[CH:23]=[CH:22][CH:21]=[CH:20][CH:19]=1.C(=O)([O-])[O-].[Cs+].[Cs+]. Given the product [S:14]1[CH2:15][CH2:16][N:11]([C:8]2[O:9][C:10]3[C:2]([C:18]4[CH:23]=[CH:22][CH:21]=[CH:20][CH:19]=4)=[CH:3][S:4][C:5]=3[C:6](=[O:17])[N:7]=2)[CH2:12][CH2:13]1, predict the reactants needed to synthesize it. (2) Given the product [CH:9]1([O:8][C:6]2[N:5]=[C:4]3[CH2:14][CH2:15][CH2:16][C:3]3=[C:2]([CH2:25][C:26]3[CH:27]=[CH:28][C:29]([CH2:32][C:33]([OH:35])=[O:34])=[CH:30][CH:31]=3)[CH:7]=2)[CH2:13][CH2:12][CH2:11][CH2:10]1, predict the reactants needed to synthesize it. The reactants are: Cl[C:2]1[CH:7]=[C:6]([O:8][CH:9]2[CH2:13][CH2:12][CH2:11][CH2:10]2)[N:5]=[C:4]2[CH2:14][CH2:15][CH2:16][C:3]=12.CC1(C)C(C)(C)OB([CH2:25][C:26]2[CH:31]=[CH:30][C:29]([CH2:32][C:33]([O:35]C)=[O:34])=[CH:28][CH:27]=2)O1.C([O-])([O-])=O.[Na+].[Na+].[Cl-].